Dataset: Reaction yield outcomes from USPTO patents with 853,638 reactions. Task: Predict the reaction yield, written as a fraction of the theoretical maximum amount of product (1.0 means a 100% yield; for example, 0.34 means a 34% yield). (1) The reactants are [Si:1]([O:8][CH2:9][CH2:10][C:11]1[C:12]([CH2:17][OH:18])=[N:13][CH:14]=[CH:15][CH:16]=1)([C:4]([CH3:7])([CH3:6])[CH3:5])([CH3:3])[CH3:2].C(Cl)Cl. The catalyst is O=[Mn]=O. The product is [Si:1]([O:8][CH2:9][CH2:10][C:11]1[C:12]([CH:17]=[O:18])=[N:13][CH:14]=[CH:15][CH:16]=1)([C:4]([CH3:6])([CH3:7])[CH3:5])([CH3:3])[CH3:2]. The yield is 0.660. (2) The reactants are [F:1][C:2]1[CH:7]=[CH:6][C:5]([I:8])=[CH:4][C:3]=1[N:9]1[CH:14]=[C:13]([O:15][CH3:16])[C:12](=[O:17])[C:11]([C:18]([O:20]C)=[O:19])=[N:10]1.[OH-].[Na+].Cl. The catalyst is CO. The product is [F:1][C:2]1[CH:7]=[CH:6][C:5]([I:8])=[CH:4][C:3]=1[N:9]1[CH:14]=[C:13]([O:15][CH3:16])[C:12](=[O:17])[C:11]([C:18]([OH:20])=[O:19])=[N:10]1. The yield is 0.910. (3) The reactants are [NH:1]([C:7]([O:9][C:10]([CH3:13])([CH3:12])[CH3:11])=[O:8])[CH2:2][CH2:3][C:4]([OH:6])=O.C([O-])(O)=O.[Na+].[Cl:19][CH2:20]S(OCl)(=O)=O. The catalyst is O. The product is [NH:1]([C:7]([O:9][C:10]([CH3:13])([CH3:12])[CH3:11])=[O:8])[CH2:2][CH2:3][C:4]([CH2:20][Cl:19])=[O:6]. The yield is 0.200. (4) The reactants are [C:1]([C:3]1[CH:4]=[C:5]2[C:10](=[CH:11][C:12]=1[OH:13])[N:9]=[CH:8][CH:7]=[C:6]2[O:14][C:15]1[CH:20]=[CH:19][C:18]([NH:21][C:22]([NH:24][C:25]2[CH:30]=[CH:29][C:28]([F:31])=[CH:27][CH:26]=2)=[O:23])=[CH:17][CH:16]=1)#[N:2].Br[CH2:33][CH2:34][Cl:35].C(=O)([O-])[O-].[K+].[K+].O1CCCC1. The catalyst is CN(C)C=O.C(OCC)(=O)C. The product is [C:1]([C:3]1[CH:4]=[C:5]2[C:10](=[CH:11][C:12]=1[O:13][CH2:33][CH2:34][Cl:35])[N:9]=[CH:8][CH:7]=[C:6]2[O:14][C:15]1[CH:16]=[CH:17][C:18]([NH:21][C:22]([NH:24][C:25]2[CH:26]=[CH:27][C:28]([F:31])=[CH:29][CH:30]=2)=[O:23])=[CH:19][CH:20]=1)#[N:2]. The yield is 0.757. (5) The reactants are [NH2:1][C:2]1[CH:3]=[CH:4][C:5]2[O:9][N:8]=[C:7]([C:10]([NH:12][C:13]3[CH:25]=[CH:24][C:23]([C:26]#[N:27])=[CH:22][C:14]=3[C:15]([O:17]C(C)(C)C)=[O:16])=[O:11])[C:6]=2[CH:28]=1.N1C=CC=CC=1.[C:35](Cl)(=[O:37])[CH3:36]. The catalyst is C(Cl)(Cl)Cl. The product is [C:35]([NH:1][C:2]1[CH:3]=[CH:4][C:5]2[O:9][N:8]=[C:7]([C:10]([NH:12][C:13]3[CH:25]=[CH:24][C:23]([C:26]#[N:27])=[CH:22][C:14]=3[C:15]([OH:17])=[O:16])=[O:11])[C:6]=2[CH:28]=1)(=[O:37])[CH3:36]. The yield is 0.730. (6) The yield is 0.890. The product is [CH3:20][N:2]([CH3:1])[CH2:3][CH2:4][CH2:5][C:6]1[CH:7]=[C:8]([NH:12][C:13](=[O:19])[O:14][C:15]([CH3:16])([CH3:17])[CH3:18])[CH:9]=[N:10][CH:11]=1. The catalyst is [Pd].CO. The reactants are [CH3:1][N:2]([CH3:20])[CH2:3][C:4]#[C:5][C:6]1[CH:7]=[C:8]([NH:12][C:13](=[O:19])[O:14][C:15]([CH3:18])([CH3:17])[CH3:16])[CH:9]=[N:10][CH:11]=1. (7) The reactants are [OH-].[K+].[CH3:3][O:4][C:5](=[O:17])[CH:6]([CH2:11][CH:12]1[O:16][CH2:15][CH2:14][O:13]1)[C:7]([O:9]C)=[O:8]. The yield is 0.560. The catalyst is CO. The product is [CH3:3][O:4][C:5](=[O:17])[CH:6]([CH2:11][CH:12]1[O:16][CH2:15][CH2:14][O:13]1)[C:7]([OH:9])=[O:8]. (8) The reactants are [CH3:1][O:2][CH2:3][N:4]1[C:8]2[CH:9]=[CH:10][C:11]([CH:13]([C:15]3[CH:19]=[CH:18][N:17]([C:20]4[N:25]=[CH:24][C:23]([CH2:26][O:27][CH2:28][C:29]([O:31]CC)=[O:30])=[CH:22][CH:21]=4)[N:16]=3)[CH3:14])=[CH:12][C:7]=2[S:6][C:5]1=[O:34].[OH-].[Li+].O.[OH-].[Na+]. The catalyst is O1CCCC1. The product is [CH3:1][O:2][CH2:3][N:4]1[C:8]2[CH:9]=[CH:10][C:11]([CH:13]([C:15]3[CH:19]=[CH:18][N:17]([C:20]4[N:25]=[CH:24][C:23]([CH2:26][O:27][CH2:28][C:29]([OH:31])=[O:30])=[CH:22][CH:21]=4)[N:16]=3)[CH3:14])=[CH:12][C:7]=2[S:6][C:5]1=[O:34]. The yield is 1.04. (9) The reactants are [CH3:1][NH:2][CH2:3][CH:4]([CH3:6])[CH3:5].[C:7]([N:15]=[C:16]=[S:17])(=[O:14])[C:8]1[CH:13]=[CH:12][CH:11]=[CH:10][CH:9]=1. The catalyst is C(Cl)(Cl)Cl. The product is [C:7]([NH:15][C:16]([N:2]([CH3:1])[CH2:3][CH:4]([CH3:6])[CH3:5])=[S:17])(=[O:14])[C:8]1[CH:13]=[CH:12][CH:11]=[CH:10][CH:9]=1. The yield is 1.00.